Task: Regression. Given two drug SMILES strings and cell line genomic features, predict the synergy score measuring deviation from expected non-interaction effect.. Dataset: NCI-60 drug combinations with 297,098 pairs across 59 cell lines (1) Drug 1: C(=O)(N)NO. Drug 2: C1CN(P(=O)(OC1)NCCCl)CCCl. Cell line: LOX IMVI. Synergy scores: CSS=0.675, Synergy_ZIP=-3.28, Synergy_Bliss=-6.80, Synergy_Loewe=-1.69, Synergy_HSA=-4.11. (2) Drug 1: C1=C(C(=O)NC(=O)N1)F. Drug 2: CCN(CC)CCNC(=O)C1=C(NC(=C1C)C=C2C3=C(C=CC(=C3)F)NC2=O)C. Cell line: K-562. Synergy scores: CSS=37.9, Synergy_ZIP=-6.97, Synergy_Bliss=-11.4, Synergy_Loewe=-13.0, Synergy_HSA=-12.5. (3) Drug 1: C1=CC(=C2C(=C1NCCNCCO)C(=O)C3=C(C=CC(=C3C2=O)O)O)NCCNCCO. Drug 2: C1CC(=O)NC(=O)C1N2C(=O)C3=CC=CC=C3C2=O. Cell line: OVCAR-8. Synergy scores: CSS=48.4, Synergy_ZIP=6.54, Synergy_Bliss=8.55, Synergy_Loewe=-25.9, Synergy_HSA=7.96. (4) Drug 1: CC(C1=C(C=CC(=C1Cl)F)Cl)OC2=C(N=CC(=C2)C3=CN(N=C3)C4CCNCC4)N. Drug 2: C1=NC2=C(N1)C(=S)N=C(N2)N. Cell line: NCI-H322M. Synergy scores: CSS=31.8, Synergy_ZIP=-8.61, Synergy_Bliss=0.101, Synergy_Loewe=-3.00, Synergy_HSA=-1.30.